This data is from Reaction yield outcomes from USPTO patents with 853,638 reactions. The task is: Predict the reaction yield, written as a fraction of the theoretical maximum amount of product (1.0 means a 100% yield; for example, 0.34 means a 34% yield). (1) The product is [ClH:21].[Cl:21][C:18]1[CH:19]=[CH:20][C:15]([CH:14]([NH2:22])[CH:11]2[CH2:12][CH2:13][NH:8][CH2:9][CH2:10]2)=[CH:16][CH:17]=1. The catalyst is CO. The yield is 0.990. The reactants are C(OC([N:8]1[CH2:13][CH2:12][CH:11]([CH:14]([NH2:22])[C:15]2[CH:20]=[CH:19][C:18]([Cl:21])=[CH:17][CH:16]=2)[CH2:10][CH2:9]1)=O)(C)(C)C.Cl. (2) The reactants are [NH2:1][C:2]1[C:3]([NH:9][C@@H:10]([CH3:13])[CH2:11][OH:12])=[N:4][CH:5]=[C:6]([Br:8])[CH:7]=1.[C:14]1([CH3:24])[CH:19]=[CH:18][C:17]([S:20](Cl)(=[O:22])=[O:21])=[CH:16][CH:15]=1. The catalyst is N1C=CC=CC=1. The product is [Br:8][C:6]1[CH:7]=[C:2]([NH:1][S:20]([C:17]2[CH:18]=[CH:19][C:14]([CH3:24])=[CH:15][CH:16]=2)(=[O:22])=[O:21])[C:3]([NH:9][C@@H:10]([CH3:13])[CH2:11][OH:12])=[N:4][CH:5]=1. The yield is 0.900. (3) The reactants are Br[C:2]1[N:3]=[CH:4][N:5]([C:7]([C:20]2[CH:25]=[CH:24][CH:23]=[CH:22][CH:21]=2)([C:14]2[CH:19]=[CH:18][CH:17]=[CH:16][CH:15]=2)[C:8]2[CH:13]=[CH:12][CH:11]=[CH:10][CH:9]=2)[CH:6]=1.[C:26]([C:28]1[CH:29]=[C:30](B(O)O)[CH:31]=[CH:32][CH:33]=1)#[N:27].COCCOC.C(=O)([O-])[O-].[Na+].[Na+]. The catalyst is ClCCl.C1C=CC([P]([Pd]([P](C2C=CC=CC=2)(C2C=CC=CC=2)C2C=CC=CC=2)([P](C2C=CC=CC=2)(C2C=CC=CC=2)C2C=CC=CC=2)[P](C2C=CC=CC=2)(C2C=CC=CC=2)C2C=CC=CC=2)(C2C=CC=CC=2)C2C=CC=CC=2)=CC=1. The product is [C:26]([C:28]1[CH:33]=[C:32]([C:2]2[N:3]=[CH:4][N:5]([C:7]([C:8]3[CH:9]=[CH:10][CH:11]=[CH:12][CH:13]=3)([C:14]3[CH:19]=[CH:18][CH:17]=[CH:16][CH:15]=3)[C:20]3[CH:21]=[CH:22][CH:23]=[CH:24][CH:25]=3)[CH:6]=2)[CH:31]=[CH:30][CH:29]=1)#[N:27]. The yield is 0.340. (4) The reactants are [CH3:1][O:2][C:3]1[C:8]([N+:9]([O-])=O)=[CH:7][CH:6]=[CH:5][C:4]=1[C:12]1[N:13]=[N:14][N:15]([CH3:17])[CH:16]=1.[Cl-].[NH4+]. The catalyst is CCO.O.ClCCl.[Zn]. The product is [CH3:1][O:2][C:3]1[C:4]([C:12]2[N:13]=[N:14][N:15]([CH3:17])[CH:16]=2)=[CH:5][CH:6]=[CH:7][C:8]=1[NH2:9]. The yield is 0.930.